The task is: Binary Classification. Given a miRNA mature sequence and a target amino acid sequence, predict their likelihood of interaction.. This data is from Experimentally validated miRNA-target interactions with 360,000+ pairs, plus equal number of negative samples. The miRNA is hsa-miR-129-5p with sequence CUUUUUGCGGUCUGGGCUUGC. The protein sequence of the target gene is MLLLAAAFLVAFVLLLYMVSPLISPKPLALPGAHVVVTGGSSGIGKCIAIECYKQGAFITLVARNEDKLLQAKKEIEMHSINDKQVVLCISVDVSQDYNQVENVIKQAQEKLGPVDMLVNCAGMAVSGKFEDLEVSTFERLMSINYLGSVYPSRAVITTMKERRVGRIVFVSSQAGQLGLFGFTAYSASKFAIRGLAEALQMEVKPYNVYITVAYPPDTDTPGFAEENRTKPLETRLISETTSVCKPEQVAKQIVKDAIQGNFNSSLGSDGYMLSALTCGMAPVTSITEGLQQVVTMGLF.... Result: 1 (interaction).